This data is from Full USPTO retrosynthesis dataset with 1.9M reactions from patents (1976-2016). The task is: Predict the reactants needed to synthesize the given product. The reactants are: O1[C:5]2([CH2:10][CH2:9][CH:8]([NH:11][C:12](=[O:26])[C:13]3[CH:18]=[CH:17][C:16]([C:19]4[CH:24]=[CH:23][CH:22]=[C:21]([F:25])[CH:20]=4)=[N:15][CH:14]=3)[CH2:7][CH2:6]2)[O:4]CC1.Cl.[OH-].[Na+]. Given the product [F:25][C:21]1[CH:20]=[C:19]([C:16]2[CH:17]=[CH:18][C:13]([C:12]([NH:11][CH:8]3[CH2:7][CH2:6][C:5](=[O:4])[CH2:10][CH2:9]3)=[O:26])=[CH:14][N:15]=2)[CH:24]=[CH:23][CH:22]=1, predict the reactants needed to synthesize it.